From a dataset of CYP2D6 inhibition data for predicting drug metabolism from PubChem BioAssay. Regression/Classification. Given a drug SMILES string, predict its absorption, distribution, metabolism, or excretion properties. Task type varies by dataset: regression for continuous measurements (e.g., permeability, clearance, half-life) or binary classification for categorical outcomes (e.g., BBB penetration, CYP inhibition). Dataset: cyp2d6_veith. (1) The drug is COc1cc(CNCCN2CCOCC2)ccc1OCc1ccc(Cl)cc1Cl.Cl. The result is 1 (inhibitor). (2) The molecule is O=C1CCN(S(=O)(=O)c2ccccc2)N1. The result is 0 (non-inhibitor). (3) The compound is O=c1c2ccccc2c2ccccc2c(=O)n1-c1cc2c3ccccc3ccc2c2ccccc12. The result is 0 (non-inhibitor). (4) The molecule is O=C(C[n+]1cccc(NC(=O)c2ccccc2)c1)c1ccc(NC(=O)c2ccccc2)cc1.[Br-]. The result is 1 (inhibitor). (5) The molecule is CCOC(=O)c1sc(=N)n(-c2ccc(OC)cc2)c1C. The result is 0 (non-inhibitor). (6) The compound is O=C(O)c1c[nH]c2cc(OCc3ccccc3)ccc2c1=O. The result is 0 (non-inhibitor).